Dataset: Peptide-MHC class II binding affinity with 134,281 pairs from IEDB. Task: Regression. Given a peptide amino acid sequence and an MHC pseudo amino acid sequence, predict their binding affinity value. This is MHC class II binding data. (1) The peptide sequence is TQCMNIMESIPANTI. The MHC is DRB1_0301 with pseudo-sequence DRB1_0301. The binding affinity (normalized) is 0.243. (2) The peptide sequence is THGIRPVVSTQLLLY. The MHC is HLA-DQA10501-DQB10301 with pseudo-sequence HLA-DQA10501-DQB10301. The binding affinity (normalized) is 0.271. (3) The peptide sequence is SEFENDEHIILYLVN. The MHC is HLA-DQA10301-DQB10302 with pseudo-sequence HLA-DQA10301-DQB10302. The binding affinity (normalized) is 0.573. (4) The peptide sequence is TLLRAVESYLLAHSD. The MHC is DRB1_1101 with pseudo-sequence DRB1_1101. The binding affinity (normalized) is 0.380. (5) The peptide sequence is GLSGEPKGGAESSSK. The MHC is HLA-DQA10301-DQB10302 with pseudo-sequence HLA-DQA10301-DQB10302. The binding affinity (normalized) is 0.263.